From a dataset of Forward reaction prediction with 1.9M reactions from USPTO patents (1976-2016). Predict the product of the given reaction. (1) Given the reactants N[C:2](N)=[S:3].[N+]([O-])([O-])=O.[NH4+].O1[CH2:27][CH:11]1[CH2:12][S:13][CH2:14][CH:15]1[CH2:20][S:19][CH:18]([CH2:21][S:22][CH2:23][CH:24]2OC2)[CH2:17][S:16]1.[S:28](=O)(=O)(O)O, predict the reaction product. The product is: [S:3]1[CH2:2][CH:24]1[CH2:23][S:22][CH2:21][CH:18]1[CH2:17][S:16][CH:15]([CH2:14][S:13][CH2:12][CH:11]2[S:28][CH2:27]2)[CH2:20][S:19]1. (2) Given the reactants Cl[C:2]1[CH:3]=[CH:4][N:5]2[C:10]([C:11]=1[CH3:12])=[C:9]([CH:13]1[CH2:15][CH2:14]1)[CH:8]=[C:7]([C:16]([O:18][CH3:19])=[O:17])[C:6]2=[O:20].[CH3:21][NH:22][C:23]1[CH:28]=[CH:27][C:26](C2OC(C)(C)C(C)(C)O2)=[CH:25][N:24]=1, predict the reaction product. The product is: [CH3:21][NH:22][C:23]1[N:24]=[CH:25][C:26]([C:2]2[CH:3]=[CH:4][N:5]3[C:10]([C:11]=2[CH3:12])=[C:9]([CH:13]2[CH2:15][CH2:14]2)[CH:8]=[C:7]([C:16]([O:18][CH3:19])=[O:17])[C:6]3=[O:20])=[CH:27][CH:28]=1. (3) Given the reactants [OH:1][CH2:2][C@@H:3]([NH:8][C:9]([C:11]1[CH:16]=[N:15][C:14]([N:17]2[CH2:21][CH2:20][CH2:19][CH2:18]2)=[C:13]([O:22][CH2:23][CH2:24][CH3:25])[N:12]=1)=[O:10])[CH2:4][CH:5]([CH3:7])[CH3:6].[F:26][C:27]1[CH:48]=CC(COC2N=C(C(O)=O)C=NC=2N2CCCC2)=[CH:29][CH:28]=1.N[C@@H](CC(C)C)CO, predict the reaction product. The product is: [OH:1][CH2:2][C@@H:3]([NH:8][C:9]([C:11]1[CH:16]=[N:15][C:14]([N:17]2[CH2:21][CH2:20][CH2:19][CH2:18]2)=[C:13]([O:22][CH2:23][C:24]2[CH:29]=[CH:28][C:27]([F:26])=[CH:48][CH:25]=2)[N:12]=1)=[O:10])[CH2:4][CH:5]([CH3:7])[CH3:6]. (4) Given the reactants [CH3:1][O:2][C:3]1[CH:12]=[CH:11][C:10]([N:13]2[CH2:18][CH2:17][N:16]([CH3:19])[CH2:15][CH2:14]2)=[C:9]2[C:4]=1[CH2:5][CH2:6][NH:7][CH2:8]2.[OH:20][C:21]1[CH:26]=[CH:25][C:24]([C:27]2[CH:32]=[CH:31][C:30]([C:33](O)=[O:34])=[CH:29][CH:28]=2)=[CH:23][CH:22]=1, predict the reaction product. The product is: [OH:20][C:21]1[CH:22]=[CH:23][C:24]([C:27]2[CH:32]=[CH:31][C:30]([C:33]([N:7]3[CH2:6][CH2:5][C:4]4[C:9](=[C:10]([N:13]5[CH2:14][CH2:15][N:16]([CH3:19])[CH2:17][CH2:18]5)[CH:11]=[CH:12][C:3]=4[O:2][CH3:1])[CH2:8]3)=[O:34])=[CH:29][CH:28]=2)=[CH:25][CH:26]=1. (5) The product is: [CH2:1]([O:8][C:9]1[CH:18]=[CH:17][C:12]([C:13]2[N:15]([CH3:16])[N:32]=[N:31][N:30]=2)=[CH:11][CH:10]=1)[C:2]1[CH:7]=[CH:6][CH:5]=[CH:4][CH:3]=1. Given the reactants [CH2:1]([O:8][C:9]1[CH:18]=[CH:17][C:12]([C:13]([NH:15][CH3:16])=O)=[CH:11][CH:10]=1)[C:2]1[CH:7]=[CH:6][CH:5]=[CH:4][CH:3]=1.C(N(CC)CC)C.S(Cl)(Cl)=O.[N-:30]=[N+:31]=[N-:32].[Na+], predict the reaction product. (6) Given the reactants [OH:1][C:2]1[CH:7]=[CH:6][CH:5]=[CH:4][N+:3]=1[O-:8].[N+:9]([C:12]1[CH:17]=[C:16]([N+:18]([O-:20])=[O:19])[CH:15]=[CH:14][C:13]=1[S:21](Cl)(=[O:23])=[O:22])([O-:11])=[O:10], predict the reaction product. The product is: [N+:9]([C:12]1[CH:17]=[C:16]([N+:18]([O-:20])=[O:19])[CH:15]=[CH:14][C:13]=1[S:21]([O:8][N:3]1[CH:4]=[CH:5][CH:6]=[CH:7][C:2]1=[O:1])(=[O:23])=[O:22])([O-:11])=[O:10]. (7) Given the reactants [CH3:1][C:2]1[S:3][C:4]([C:8]([OH:10])=O)=[C:5]([CH3:7])[N:6]=1.[CH3:11][N:12]1[CH2:17][CH2:16][N:15]([C:18]2[C:27]3[C:22](=[CH:23][C:24]4[CH2:30][CH2:29][NH:28][C:25]=4[CH:26]=3)[CH:21]=[CH:20][N:19]=2)[CH2:14][CH2:13]1, predict the reaction product. The product is: [CH3:1][C:2]1[S:3][C:4]([C:8]([N:28]2[C:25]3[CH:26]=[C:27]4[C:22]([CH:21]=[CH:20][N:19]=[C:18]4[N:15]4[CH2:14][CH2:13][N:12]([CH3:11])[CH2:17][CH2:16]4)=[CH:23][C:24]=3[CH2:30][CH2:29]2)=[O:10])=[C:5]([CH3:7])[N:6]=1. (8) Given the reactants [Br:1][C:2]1[CH:13]=[CH:12][CH:11]=[CH:10][C:3]=1[CH2:4][C@@H:5]([C:7]([OH:9])=[O:8])[NH2:6].[OH-].[Na+].[Br:16][C@H:17]([CH3:21])[C:18](Cl)=[O:19].Cl, predict the reaction product. The product is: [Br:1][C:2]1[CH:13]=[CH:12][CH:11]=[CH:10][C:3]=1[CH2:4][C@H:5]([NH:6][C:18](=[O:19])[C@H:17]([Br:16])[CH3:21])[C:7]([OH:9])=[O:8]. (9) The product is: [ClH:28].[F:11][C:8]1[CH:9]=[CH:10][C:5]([CH2:4][NH:3][O:2][CH3:1])=[C:6]([S:12][CH3:13])[CH:7]=1. Given the reactants [CH3:1][O:2][N:3]=[CH:4][C:5]1[CH:10]=[CH:9][C:8]([F:11])=[CH:7][C:6]=1[S:12][CH3:13].FC(F)(F)C(O)=O.C([SiH](CC)CC)C.[ClH:28].CCOCC, predict the reaction product.